Dataset: Reaction yield outcomes from USPTO patents with 853,638 reactions. Task: Predict the reaction yield, written as a fraction of the theoretical maximum amount of product (1.0 means a 100% yield; for example, 0.34 means a 34% yield). (1) The reactants are [Cl:1][C:2]1[C:3]2[N:4]([C:8]([C@H:11]3[CH2:16][N:15]4[C:17](=[O:20])[O:18][CH2:19][C@@H:14]4[CH2:13][CH2:12]3)=[N:9][CH:10]=2)[CH:5]=[CH:6][N:7]=1.[Br:21]N1C(=O)CCC1=O. The product is [Br:21][C:10]1[N:9]=[C:8]([C@H:11]2[CH2:16][N:15]3[C:17](=[O:20])[O:18][CH2:19][C@@H:14]3[CH2:13][CH2:12]2)[N:4]2[CH:5]=[CH:6][N:7]=[C:2]([Cl:1])[C:3]=12. The catalyst is CN(C=O)C. The yield is 0.900. (2) The reactants are [OH:1][C@@H:2]1[C@H:6]2[N:7]([C:21]([O:23][C:24]([CH3:27])([CH3:26])[CH3:25])=[O:22])[CH2:8][C@@H:9]([O:10]S(C3C=CC(C)=CC=3)(=O)=O)[C@H:5]2[O:4][CH2:3]1.[O-][CH2:29][CH3:30].[Na+]. The catalyst is C(O)C.C(=O)([O-])O.[Na+]. The product is [CH2:29]([O:10][C@H:9]1[CH2:8][N:7]([C:21]([O:23][C:24]([CH3:25])([CH3:26])[CH3:27])=[O:22])[C@@H:6]2[C@@H:2]([OH:1])[CH2:3][O:4][C@H:5]12)[CH3:30]. The yield is 0.0700. (3) The catalyst is [O-2].[Cu+2].ClCCl. The product is [CH:1]([O:4][C:5]1[CH:10]=[CH:9][C:8]([O:11][C:13]2[CH:20]=[CH:19][C:16]([CH:17]=[O:18])=[CH:15][CH:14]=2)=[CH:7][CH:6]=1)([CH3:3])[CH3:2]. The reactants are [CH:1]([O:4][C:5]1[CH:10]=[CH:9][C:8]([OH:11])=[CH:7][CH:6]=1)([CH3:3])[CH3:2].Br[C:13]1[CH:20]=[CH:19][C:16]([CH:17]=[O:18])=[CH:15][CH:14]=1.C([O-])([O-])=O.[K+].[K+].N1C=CC=CC=1. The yield is 0.560. (4) The reactants are [CH2:1]([N:3]([CH2:14][CH2:15][NH:16][C:17]([C:19]1[N:20]=[C:21]2[CH:26]=[CH:25][C:24]([I:27])=[CH:23][N:22]2[CH:28]=1)=[O:18])[CH2:4][CH2:5][O:6][C:7]1[C:8]([F:13])=[N:9][CH:10]=[CH:11][CH:12]=1)[CH3:2].[ClH:29].Cl.C(N(CCNC(C1C=NC2C(=CC=C(I)C=2)N=1)=O)CCOC1C(F)=NC=CC=1)C. No catalyst specified. The product is [ClH:29].[ClH:29].[CH2:1]([N:3]([CH2:14][CH2:15][NH:16][C:17]([C:19]1[N:20]=[C:21]2[CH:26]=[CH:25][C:24]([I:27])=[CH:23][N:22]2[CH:28]=1)=[O:18])[CH2:4][CH2:5][O:6][C:7]1[C:8]([F:13])=[N:9][CH:10]=[CH:11][CH:12]=1)[CH3:2]. The yield is 0.910. (5) The reactants are [CH3:1][O:2][C:3](=[O:20])[C:4]1[CH:9]=[C:8]([F:10])[CH:7]=[CH:6][C:5]=1[N:11]=[CH:12][C:13]1[CH:18]=[CH:17][CH:16]=[C:15]([Br:19])[CH:14]=1.[CH:21](=[O:25])[CH:22]([CH3:24])[CH3:23].O. The catalyst is O1CCCC1.O.[O-]S(C(F)(F)F)(=O)=O.[Yb+3].[O-]S(C(F)(F)F)(=O)=O.[O-]S(C(F)(F)F)(=O)=O. The product is [CH3:1][O:2][C:3]([C:4]1[CH:9]=[C:8]([F:10])[CH:7]=[C:6]2[C:5]=1[NH:11][CH:12]([C:13]1[CH:18]=[CH:17][CH:16]=[C:15]([Br:19])[CH:14]=1)[C:22]([CH3:24])([CH3:23])[CH:21]2[OH:25])=[O:20]. The yield is 1.00. (6) The reactants are [CH:1]1([C:4]([N:6]2[CH2:10][CH2:9][C@@H:8]([CH2:11][NH:12][C:13]3[C:18]([N+:19]([O-])=O)=[CH:17][CH:16]=[CH:15][N:14]=3)[CH2:7]2)=[O:5])[CH2:3][CH2:2]1. The catalyst is C(OCC)(=O)C.[Pd]. The product is [CH:1]1([C:4]([N:6]2[CH2:10][CH2:9][C@@H:8]([CH2:11][NH:12][C:13]3[C:18]([NH2:19])=[CH:17][CH:16]=[CH:15][N:14]=3)[CH2:7]2)=[O:5])[CH2:3][CH2:2]1. The yield is 0.700.